This data is from Forward reaction prediction with 1.9M reactions from USPTO patents (1976-2016). The task is: Predict the product of the given reaction. (1) Given the reactants [CH2:1]([C@@H:8]([CH2:13][CH2:14][C@H:15]([CH2:33][C:34]1[CH:39]=[CH:38][CH:37]=[CH:36][CH:35]=1)[C:16](=[O:32])[NH:17][C@@H:18]1[CH2:24][CH2:23][CH2:22][CH2:21][N:20]([C:25]2[CH:30]=[CH:29][CH:28]=[CH:27][CH:26]=2)[C:19]1=[O:31])[C:9]([O:11]C)=[O:10])[C:2]1[CH:7]=[CH:6][CH:5]=[CH:4][CH:3]=1.[Li+].[OH-].O.Cl, predict the reaction product. The product is: [CH2:1]([C@@H:8]([CH2:13][CH2:14][C@H:15]([CH2:33][C:34]1[CH:35]=[CH:36][CH:37]=[CH:38][CH:39]=1)[C:16](=[O:32])[NH:17][C@@H:18]1[CH2:24][CH2:23][CH2:22][CH2:21][N:20]([C:25]2[CH:26]=[CH:27][CH:28]=[CH:29][CH:30]=2)[C:19]1=[O:31])[C:9]([OH:11])=[O:10])[C:2]1[CH:7]=[CH:6][CH:5]=[CH:4][CH:3]=1. (2) Given the reactants [H-].[Na+].[OH:3][CH:4]([CH2:8][S:9][CH3:10])[C:5]([OH:7])=[O:6].I[CH3:12], predict the reaction product. The product is: [CH3:12][O:3][CH:4]([CH2:8][S:9][CH3:10])[C:5]([OH:7])=[O:6]. (3) Given the reactants [CH2:1]([O:3][P:4](/[CH:9]=[CH:10]/[C:11]1[C:12]([O:22][CH2:23][C:24]2[CH:46]=[CH:45][C:27]([O:28][CH2:29][C:30]3[N:31]=[C:32]([C:36]4[CH:37]=[C:38]([CH:42]=[CH:43][CH:44]=4)[C:39](O)=[O:40])[O:33][C:34]=3[CH3:35])=[C:26](OC)[CH:25]=2)=[N:13][N:14]([C:16]2[CH:21]=[CH:20][CH:19]=[CH:18][CH:17]=2)[CH:15]=1)([O:6][CH2:7][CH3:8])=[O:5])[CH3:2].Cl.C([N:52]=C=NCCCN(C)C)C.CN(C)[CH:63]=[O:64], predict the reaction product. The product is: [C:39]([C:38]1[CH:37]=[C:36]([C:32]2[O:33][C:34]([CH3:35])=[C:30]([CH2:29][O:28][C:27]3[CH:45]=[CH:46][C:24]([CH2:23][O:22][C:12]4[C:11](/[CH:10]=[CH:9]/[P:4](=[O:5])([O:3][CH2:1][CH3:2])[O:6][CH2:7][CH3:8])=[CH:15][N:14]([C:16]5[CH:17]=[CH:18][CH:19]=[CH:20][CH:21]=5)[N:13]=4)=[CH:25][C:26]=3[O:64][CH3:63])[N:31]=2)[CH:44]=[CH:43][CH:42]=1)(=[O:40])[NH2:52]. (4) The product is: [NH2:26][C:11]1[CH:10]=[CH:9][C:8]([C:6]([N:5]([CH2:29][CH2:30][CH:31]([CH3:33])[CH3:32])[CH2:4][CH2:3][CH:2]([CH3:34])[CH3:1])=[O:7])=[CH:13][C:12]=1[NH:14][CH2:15][CH2:16][CH2:17][NH:18][C:19](=[O:25])[O:20][C:21]([CH3:24])([CH3:23])[CH3:22]. Given the reactants [CH3:1][CH:2]([CH3:34])[CH2:3][CH2:4][N:5]([CH2:29][CH2:30][CH:31]([CH3:33])[CH3:32])[C:6]([C:8]1[CH:9]=[CH:10][C:11]([N+:26]([O-])=O)=[C:12]([NH:14][CH2:15][CH2:16][CH2:17][NH:18][C:19](=[O:25])[O:20][C:21]([CH3:24])([CH3:23])[CH3:22])[CH:13]=1)=[O:7], predict the reaction product. (5) The product is: [Cl:17][C:12]1[CH:13]=[CH:14][CH:15]=[CH:16][C:11]=1[C:9]1[CH:8]=[C:7]([OH:6])[N:2]([CH3:1])[N:3]=1. Given the reactants [CH3:1][NH:2][NH2:3].C([O:6][C:7](=O)[CH2:8][C:9]([C:11]1[CH:16]=[CH:15][CH:14]=[CH:13][C:12]=1[Cl:17])=O)C, predict the reaction product.